From a dataset of TCR-epitope binding with 47,182 pairs between 192 epitopes and 23,139 TCRs. Binary Classification. Given a T-cell receptor sequence (or CDR3 region) and an epitope sequence, predict whether binding occurs between them. (1) The TCR CDR3 sequence is CSGWQPQHF. The epitope is YLQPRTFLL. Result: 1 (the TCR binds to the epitope). (2) The epitope is FVDGVPFVV. The TCR CDR3 sequence is CASSFDSYEQYF. Result: 0 (the TCR does not bind to the epitope). (3) The epitope is KLSYGIATV. The TCR CDR3 sequence is CSVDMGGGNNEQFF. Result: 1 (the TCR binds to the epitope). (4) The epitope is IVDTVSALV. The TCR CDR3 sequence is CASSLLGTVNTEAFF. Result: 1 (the TCR binds to the epitope). (5) The epitope is TEILPVSMTK. The TCR CDR3 sequence is CSAPLAGGHNEQFF. Result: 0 (the TCR does not bind to the epitope). (6) The epitope is LLMPILTLT. The TCR CDR3 sequence is CASSSPETSGYNEQFF. Result: 0 (the TCR does not bind to the epitope). (7) The epitope is LLMPILTLT. The TCR CDR3 sequence is CASSASGLGNEQFF. Result: 0 (the TCR does not bind to the epitope).